Dataset: Peptide-MHC class I binding affinity with 185,985 pairs from IEDB/IMGT. Task: Regression. Given a peptide amino acid sequence and an MHC pseudo amino acid sequence, predict their binding affinity value. This is MHC class I binding data. (1) The MHC is HLA-A25:01 with pseudo-sequence HLA-A25:01. The binding affinity (normalized) is 0.0847. The peptide sequence is TRKIRSEEL. (2) The peptide sequence is PFDIKYISR. The MHC is HLA-A33:01 with pseudo-sequence HLA-A33:01. The binding affinity (normalized) is 0.590. (3) The peptide sequence is RSLVCLAPK. The MHC is HLA-A02:03 with pseudo-sequence HLA-A02:03. The binding affinity (normalized) is 0.0847. (4) The MHC is HLA-B15:01 with pseudo-sequence HLA-B15:01. The binding affinity (normalized) is 0.566. The peptide sequence is RIYSHIAPY.